From a dataset of Forward reaction prediction with 1.9M reactions from USPTO patents (1976-2016). Predict the product of the given reaction. (1) Given the reactants [C:1]([C:3]1[CH:8]=[CH:7][C:6]([S:9](Cl)(=[O:11])=[O:10])=[CH:5][CH:4]=1)#[N:2].[C:13]1([CH2:19][NH2:20])[CH:18]=[CH:17][CH:16]=[CH:15][CH:14]=1, predict the reaction product. The product is: [CH2:19]([NH:20][S:9]([C:6]1[CH:7]=[CH:8][C:3]([C:1]#[N:2])=[CH:4][CH:5]=1)(=[O:11])=[O:10])[C:13]1[CH:18]=[CH:17][CH:16]=[CH:15][CH:14]=1. (2) Given the reactants [C:1]([O:5][C:6](=[O:23])[NH:7][CH:8]([C:15]1[CH:20]=[CH:19][C:18]([Cl:21])=[C:17]([Cl:22])[CH:16]=1)[C:9](=[O:14])N(OC)C)([CH3:4])([CH3:3])[CH3:2].Br[C:25]1[C:26]([CH3:35])=[N:27][C:28]([O:31][CH:32]([CH3:34])[CH3:33])=[CH:29][CH:30]=1, predict the reaction product. The product is: [C:1]([O:5][C:6](=[O:23])[NH:7][CH:8]([C:15]1[CH:20]=[CH:19][C:18]([Cl:21])=[C:17]([Cl:22])[CH:16]=1)[C:9]([C:25]1[C:26]([CH3:35])=[N:27][C:28]([O:31][CH:32]([CH3:33])[CH3:34])=[CH:29][CH:30]=1)=[O:14])([CH3:2])([CH3:3])[CH3:4].